Predict the reactants needed to synthesize the given product. From a dataset of Full USPTO retrosynthesis dataset with 1.9M reactions from patents (1976-2016). (1) Given the product [O:9]([C:16]1[CH:17]=[CH:18][C:19]([CH2:20][CH2:21][NH:22][CH2:7][C:3]2[CH:2]=[N:1][CH:6]=[CH:5][CH:4]=2)=[CH:23][CH:24]=1)[C:10]1[CH:15]=[CH:14][CH:13]=[CH:12][CH:11]=1, predict the reactants needed to synthesize it. The reactants are: [N:1]1[CH:6]=[CH:5][CH:4]=[C:3]([CH:7]=O)[CH:2]=1.[O:9]([C:16]1[CH:24]=[CH:23][C:19]([CH2:20][CH2:21][NH2:22])=[CH:18][CH:17]=1)[C:10]1[CH:15]=[CH:14][CH:13]=[CH:12][CH:11]=1.[BH4-].[Na+]. (2) Given the product [NH2:7][C:8]1[CH:13]=[CH:12][C:11]([S:14][C:15]2[CH:20]=[CH:19][C:18]([C:21]([NH:22][C:23]3[CH:28]=[CH:27][CH:26]=[C:25]([Br:29])[CH:24]=3)=[O:30])=[CH:17][C:16]=2[NH:31][C:32]2[C:33]3[CH:41]=[CH:40][C:39]([CH3:42])=[N:38][C:34]=3[N:35]=[CH:36][N:37]=2)=[CH:10][CH:9]=1.[F:44][C:45]([F:50])([F:49])[C:46]([OH:48])=[O:47], predict the reactants needed to synthesize it. The reactants are: C(OC(=O)[NH:7][C:8]1[CH:13]=[CH:12][C:11]([S:14][C:15]2[CH:20]=[CH:19][C:18]([C:21](=[O:30])[NH:22][C:23]3[CH:28]=[CH:27][CH:26]=[C:25]([Br:29])[CH:24]=3)=[CH:17][C:16]=2[NH:31][C:32]2[C:33]3[CH:41]=[CH:40][C:39]([CH3:42])=[N:38][C:34]=3[N:35]=[CH:36][N:37]=2)=[CH:10][CH:9]=1)(C)(C)C.[F:44][C:45]([F:50])([F:49])[C:46]([OH:48])=[O:47].